This data is from Forward reaction prediction with 1.9M reactions from USPTO patents (1976-2016). The task is: Predict the product of the given reaction. (1) Given the reactants [CH2:1]([C:4]1[C:9]([N+:10]([O-:12])=[O:11])=[CH:8][CH:7]=[CH:6][C:5]=1[OH:13])[CH:2]=[CH2:3].ClC1C=CC=C(C(OO)=[O:22])C=1, predict the reaction product. The product is: [N+:10]([C:9]1[C:4]2[CH2:1][CH:2]([CH2:3][OH:22])[O:13][C:5]=2[CH:6]=[CH:7][CH:8]=1)([O-:12])=[O:11]. (2) Given the reactants [F:1][C:2]([F:13])([F:12])[O:3][C:4]1[CH:5]=[C:6]([NH2:11])[C:7]([NH2:10])=[CH:8][CH:9]=1.N[C:15](N)=[O:16].O, predict the reaction product. The product is: [F:1][C:2]([F:12])([F:13])[O:3][C:4]1[CH:9]=[CH:8][C:7]2[NH:10][C:15](=[O:16])[NH:11][C:6]=2[CH:5]=1. (3) Given the reactants C([O:4][C:5]1[CH:10]=[CH:9][C:8]([C:11]2[O:12][CH:13]=[CH:14][N:15]=2)=[CH:7][CH:6]=1)(=O)C, predict the reaction product. The product is: [O:12]1[CH:13]=[CH:14][N:15]=[C:11]1[C:8]1[CH:9]=[CH:10][C:5]([OH:4])=[CH:6][CH:7]=1. (4) Given the reactants [NH2:1][C@@H:2]([C:6]([OH:8])=[O:7])[C@H:3]([CH3:5])[OH:4].C([O-])(O)=O.[Na+].[C:14](=O)([O:27]C1C=CC=CN=1)[O:15][CH2:16][CH2:17][CH2:18][CH2:19][CH2:20][CH:21]1[CH2:26][CH2:25][CH2:24][CH2:23][CH2:22]1.O=C1C=CC=CN1C(OCCCCCC1CCCCC1)=O, predict the reaction product. The product is: [CH:21]1([CH2:20][CH2:19][CH2:18][CH2:17][CH2:16][O:15][C:14]([NH:1][C@H:2]([C@@H:3]([OH:4])[CH3:5])[C:6]([OH:8])=[O:7])=[O:27])[CH2:26][CH2:25][CH2:24][CH2:23][CH2:22]1. (5) Given the reactants C1(P(C2C=CC=CC=2)C2C=CC=CC=2)C=CC=CC=1.[Cl:20][C:21]1[CH:42]=[CH:41][CH:40]=[C:39]([Cl:43])[C:22]=1[C:23]([NH:25][C@H:26]([C:35]([O:37][CH3:38])=[O:36])[CH2:27][C:28]1[CH:33]=[CH:32][C:31]([OH:34])=[CH:30][CH:29]=1)=[O:24].O[C@H:45]1[CH2:49][CH2:48][N:47](C(OC(C)(C)C)=O)[CH2:46]1.N(C(OC(C)(C)C)=O)=NC(OC(C)(C)C)=O, predict the reaction product. The product is: [Cl:20][C:21]1[CH:42]=[CH:41][CH:40]=[C:39]([Cl:43])[C:22]=1[C:23]([NH:25][C@H:26]([C:35]([O:37][CH3:38])=[O:36])[CH2:27][C:28]1[CH:29]=[CH:30][C:31]([O:34][C@@H:45]2[CH2:49][CH2:48][NH:47][CH2:46]2)=[CH:32][CH:33]=1)=[O:24].